Task: Predict the reactants needed to synthesize the given product.. Dataset: Full USPTO retrosynthesis dataset with 1.9M reactions from patents (1976-2016) (1) Given the product [CH3:1][O:2][C:3]1[CH:11]=[C:10]2[C:6]([CH:7]=[CH:8][N:9]2[S:12]([C:15]2[CH:16]=[CH:17][CH:18]=[CH:19][CH:20]=2)(=[O:13])=[O:14])=[C:5]2[C:25]([CH3:26])=[N:24][CH2:23][CH2:22][O:21][C:4]=12, predict the reactants needed to synthesize it. The reactants are: [CH3:1][O:2][C:3]1[CH:11]=[C:10]2[C:6]([CH:7]=[CH:8][N:9]2[S:12]([C:15]2[CH:20]=[CH:19][CH:18]=[CH:17][CH:16]=2)(=[O:14])=[O:13])=[CH:5][C:4]=1[O:21][CH2:22][CH2:23][NH:24][C:25](=O)[CH3:26].P(Cl)(Cl)(Cl)=O. (2) Given the product [CH2:1]([C@@H:4]1[C@@H:8]([O:9][CH2:10][C:11]2[CH:16]=[CH:15][CH:14]=[CH:13][CH:12]=2)[C@H:7]([O:17][CH2:18][C:19]2[CH:24]=[CH:23][CH:22]=[CH:21][CH:20]=2)[C@@H:6]([CH2:25][O:26][CH2:27][C:28]2[CH:33]=[CH:32][CH:31]=[CH:30][CH:29]=2)[N:5]1[C:40]([O:39][C:36]([CH3:38])([CH3:37])[CH3:35])=[O:41])[CH:2]=[CH2:3], predict the reactants needed to synthesize it. The reactants are: [CH2:1]([C@@H:4]1[C@@H:8]([O:9][CH2:10][C:11]2[CH:16]=[CH:15][CH:14]=[CH:13][CH:12]=2)[C@H:7]([O:17][CH2:18][C:19]2[CH:24]=[CH:23][CH:22]=[CH:21][CH:20]=2)[C@@H:6]([CH2:25][O:26][CH2:27][C:28]2[CH:33]=[CH:32][CH:31]=[CH:30][CH:29]=2)[N:5]1O)[CH:2]=[CH2:3].[CH3:35][C:36]([O:39][C:40](O[C:40]([O:39][C:36]([CH3:38])([CH3:37])[CH3:35])=[O:41])=[O:41])([CH3:38])[CH3:37].CCN(C(C)C)C(C)C. (3) Given the product [ClH:25].[CH2:23]([C:15]1[C:14]([CH:11]2[CH2:10][CH2:9][NH:8][CH2:13][CH2:12]2)=[C:18]2[CH2:19][CH2:20][CH2:21][CH2:22][N:17]2[N:16]=1)[CH3:24], predict the reactants needed to synthesize it. The reactants are: C(OC([N:8]1[CH2:13][CH2:12][CH:11]([C:14]2[C:15]([CH2:23][CH3:24])=[N:16][N:17]3[CH2:22][CH2:21][CH2:20][CH2:19][C:18]=23)[CH2:10][CH2:9]1)=O)(C)(C)C.[ClH:25]. (4) Given the product [Cl:1][C:2]1[C:7]([C:37]2[CH:38]=[C:39]([CH:43]([OH:49])[C:44]([N:46]([CH3:47])[CH3:48])=[O:45])[CH:40]=[N:41][CH:42]=2)=[CH:6][N:5]=[C:4]2[NH:17][CH:18]=[C:19]([C:20]3[CH:25]=[CH:24][CH:23]=[CH:22][C:21]=3[O:26][CH3:27])[C:3]=12, predict the reactants needed to synthesize it. The reactants are: [Cl:1][C:2]1[C:7](B2OC(C)(C)C(C)(C)O2)=[CH:6][N:5]=[C:4]2[N:17](COCC[Si](C)(C)C)[CH:18]=[C:19]([C:20]3[CH:25]=[CH:24][CH:23]=[CH:22][C:21]=3[O:26][CH3:27])[C:3]=12.Br[C:37]1[CH:38]=[C:39]([CH:43]([OH:49])[C:44]([N:46]([CH3:48])[CH3:47])=[O:45])[CH:40]=[N:41][CH:42]=1.C([O-])([O-])=O.[Na+].[Na+]. (5) The reactants are: [N:1]1[CH:6]=[CH:5][C:4]([C:7]2[S:11][C:10]([C:12]([OH:14])=O)=[CH:9][CH:8]=2)=[CH:3][CH:2]=1.N=C=N.C1C=CC2N(O)N=NC=2C=1.[CH:28]1[CH:33]=[CH:32][C:31]([CH2:34][CH2:35][NH2:36])=[CH:30][CH:29]=1.CC[NH+](CC)CC.CC[NH+](CC)CC.C([O-])([O-])=O. Given the product [C:31]1([CH2:34][CH2:35][NH:36][C:12]([C:10]2[S:11][C:7]([C:4]3[CH:3]=[CH:2][N:1]=[CH:6][CH:5]=3)=[CH:8][CH:9]=2)=[O:14])[CH:32]=[CH:33][CH:28]=[CH:29][CH:30]=1, predict the reactants needed to synthesize it. (6) The reactants are: CS(O[C@@H:6]1[C@@H:11]([CH3:12])[CH2:10][C@@H:9]([C:13]2[CH:18]=[CH:17][N:16]=[CH:15][C:14]=2[NH:19]C(OC(C)(C)C)=O)[CH2:8][C@H:7]1[NH:27][C:28]([O:30][C:31]([CH3:34])([CH3:33])[CH3:32])=[O:29])(=O)=O.[NH:35]1[CH:39]=[N:38][CH:37]=[N:36]1.C([O-])([O-])=O.[Cs+].[Cs+]. Given the product [NH2:19][C:14]1[CH:15]=[N:16][CH:17]=[CH:18][C:13]=1[C@H:9]1[CH2:8][C@@H:7]([NH:27][C:28](=[O:29])[O:30][C:31]([CH3:32])([CH3:33])[CH3:34])[C@@H:6]([N:35]2[CH:39]=[N:38][CH:37]=[N:36]2)[C@@H:11]([CH3:12])[CH2:10]1.[NH2:19][C:14]1[CH:15]=[N:16][CH:17]=[CH:18][C:13]=1[C@@H:9]1[CH2:8][C@H:7]([NH:27][C:28](=[O:29])[O:30][C:31]([CH3:32])([CH3:33])[CH3:34])[C@H:6]([N:35]2[CH:39]=[N:38][CH:37]=[N:36]2)[C@H:11]([CH3:12])[CH2:10]1, predict the reactants needed to synthesize it. (7) Given the product [CH3:1][O:2][N:3]=[CH:4][C:5]1[CH:10]=[CH:9][C:8]([N+:11]([O-:13])=[O:12])=[C:7]([O:14][Si:23]([CH:27]([CH3:29])[CH3:28])([CH:24]([CH3:26])[CH3:25])[CH:20]([CH3:22])[CH3:21])[CH:6]=1, predict the reactants needed to synthesize it. The reactants are: [CH3:1][O:2][N:3]=[CH:4][C:5]1[CH:10]=[CH:9][C:8]([N+:11]([O-:13])=[O:12])=[C:7]([OH:14])[CH:6]=1.N1C=CN=C1.[CH:20]([Si:23](Cl)([CH:27]([CH3:29])[CH3:28])[CH:24]([CH3:26])[CH3:25])([CH3:22])[CH3:21].C(OCC)(=O)C. (8) Given the product [OH:62][C@H:59]1[CH2:60][CH2:61][N:56]([CH2:55][CH2:54][N:14]2[CH2:15][CH2:16][CH:17]([NH:20][C:21]([C:23]3[NH:24][C:25]4[C:30]([CH:31]=3)=[C:29]([O:32][CH2:33][C:34]3[C:38]5[CH:39]=[CH:40][C:41]([Cl:43])=[CH:42][C:37]=5[O:36][CH:35]=3)[CH:28]=[CH:27][CH:26]=4)=[O:22])[CH2:18][CH2:19]2)[CH2:57][C@@H:58]1[CH3:63], predict the reactants needed to synthesize it. The reactants are: Cl.Cl.[C@H]1(C[N:14]2[CH2:19][CH2:18][CH:17]([NH:20][C:21]([C:23]3[NH:24][C:25]4[C:30]([CH:31]=3)=[C:29]([O:32][CH2:33][C:34]3[C:38]5[CH:39]=[CH:40][C:41]([Cl:43])=[CH:42][C:37]=5[O:36][CH:35]=3)[CH:28]=[CH:27][CH:26]=4)=[O:22])[CH2:16][CH2:15]2)[C@@H]2N(CCCC2)CCC1.Cl.Cl.Cl.NC1CCN([CH2:54][CH2:55][N:56]2[CH2:61][CH2:60][C@H:59]([OH:62])[C@@H:58]([CH3:63])[CH2:57]2)CC1.